Dataset: Forward reaction prediction with 1.9M reactions from USPTO patents (1976-2016). Task: Predict the product of the given reaction. Given the reactants CO[C:3](=[O:20])[C:4]1[CH:9]=[CH:8][C:7]([O:10][CH2:11][C:12]2[CH:17]=[CH:16][CH:15]=[C:14]([CH3:18])[N:13]=2)=[CH:6][C:5]=1[F:19].[CH3:21][C@@H:22]1[CH2:26][CH2:25][CH2:24][N:23]1[CH2:27][C@@H:28]1[CH2:32][CH2:31][CH2:30][NH:29]1, predict the reaction product. The product is: [F:19][C:5]1[CH:6]=[C:7]([O:10][CH2:11][C:12]2[CH:17]=[CH:16][CH:15]=[C:14]([CH3:18])[N:13]=2)[CH:8]=[CH:9][C:4]=1[C:3]([N:29]1[CH2:30][CH2:31][CH2:32][C@H:28]1[CH2:27][N:23]1[CH2:24][CH2:25][CH2:26][C@H:22]1[CH3:21])=[O:20].